From a dataset of Peptide-MHC class II binding affinity with 134,281 pairs from IEDB. Regression. Given a peptide amino acid sequence and an MHC pseudo amino acid sequence, predict their binding affinity value. This is MHC class II binding data. (1) The peptide sequence is GMNPSHCNEMSWIQS. The MHC is HLA-DPA10103-DPB10401 with pseudo-sequence HLA-DPA10103-DPB10401. The binding affinity (normalized) is 0.0538. (2) The peptide sequence is SHDLELSWNLNGLQAY. The MHC is DRB1_0802 with pseudo-sequence DRB1_0802. The binding affinity (normalized) is 0.396.